Dataset: Forward reaction prediction with 1.9M reactions from USPTO patents (1976-2016). Task: Predict the product of the given reaction. (1) The product is: [C:14]([O:13][C:11]([N:8]([CH2:7][C@@H:5]1[CH2:4][O:3][C:2]([CH3:10])([CH3:1])[O:6]1)[NH2:9])=[O:12])([CH3:17])([CH3:16])[CH3:15]. Given the reactants [CH3:1][C:2]1([CH3:10])[O:6][C@H:5]([CH2:7][NH:8][NH2:9])[CH2:4][O:3]1.[C:11](O[C:11]([O:13][C:14]([CH3:17])([CH3:16])[CH3:15])=[O:12])([O:13][C:14]([CH3:17])([CH3:16])[CH3:15])=[O:12], predict the reaction product. (2) Given the reactants [CH3:1][N:2]([CH3:23])[CH:3]1[CH2:7][CH2:6][N:5]([C:8]2[CH:13]=[CH:12][C:11]([NH:14][C:15]([CH:17]3[CH2:22][CH2:21][NH:20][CH2:19][CH2:18]3)=[O:16])=[CH:10][CH:9]=2)[CH2:4]1.C(=O)([O-])[O-].[K+].[K+].[C:30]1([S:36](Cl)(=[O:38])=[O:37])[CH:35]=[CH:34][CH:33]=[CH:32][CH:31]=1, predict the reaction product. The product is: [CH3:1][N:2]([CH3:23])[CH:3]1[CH2:7][CH2:6][N:5]([C:8]2[CH:9]=[CH:10][C:11]([NH:14][C:15]([CH:17]3[CH2:22][CH2:21][N:20]([S:36]([C:30]4[CH:35]=[CH:34][CH:33]=[CH:32][CH:31]=4)(=[O:38])=[O:37])[CH2:19][CH2:18]3)=[O:16])=[CH:12][CH:13]=2)[CH2:4]1.